The task is: Predict the reaction yield, written as a fraction of the theoretical maximum amount of product (1.0 means a 100% yield; for example, 0.34 means a 34% yield).. This data is from Reaction yield outcomes from USPTO patents with 853,638 reactions. No catalyst specified. The yield is 0.680. The reactants are [CH2:1]([O:3][C:4](=[O:28])[C@@H:5]([CH2:12][C:13]1[C:14]([CH2:23][O:24][C:25](=[O:27])[CH3:26])=[C:15]2[C:19](=[C:20](Br)[CH:21]=1)[NH:18][N:17]=[CH:16]2)[CH2:6][C:7]([O:9][CH2:10][CH3:11])=[O:8])[CH3:2].[CH3:29][Sn](C)(C)C. The product is [CH2:1]([O:3][C:4](=[O:28])[C@@H:5]([CH2:12][C:13]1[C:14]([CH2:23][O:24][C:25](=[O:27])[CH3:26])=[C:15]2[C:19](=[C:20]([CH3:29])[CH:21]=1)[NH:18][N:17]=[CH:16]2)[CH2:6][C:7]([O:9][CH2:10][CH3:11])=[O:8])[CH3:2].